From a dataset of Reaction yield outcomes from USPTO patents with 853,638 reactions. Predict the reaction yield, written as a fraction of the theoretical maximum amount of product (1.0 means a 100% yield; for example, 0.34 means a 34% yield). (1) The reactants are [S:1]1[CH:5]=[CH:4][CH:3]=[C:2]1[S:6]([NH:9][C:10]1[CH:11]=[CH:12][CH:13]=[C:14]2[C:18]=1[NH:17][C:16]([C:19]1[S:20][C:21]([CH2:24][N:25]3[CH2:30][CH2:29][N:28]([CH2:31][C:32]([OH:34])=O)[CH2:27][CH2:26]3)=[CH:22][N:23]=1)=[CH:15]2)(=[O:8])=[O:7].[N:35]1(O)[C:39]2C=CC=CC=2N=N1.Cl.CN(C)CCCN=C=NCC.CN. The catalyst is CN(C)C=O.C1COCC1.O. The product is [CH3:39][NH:35][C:32](=[O:34])[CH2:31][N:28]1[CH2:29][CH2:30][N:25]([CH2:24][C:21]2[S:20][C:19]([C:16]3[NH:17][C:18]4[C:14]([CH:15]=3)=[CH:13][CH:12]=[CH:11][C:10]=4[NH:9][S:6]([C:2]3[S:1][CH:5]=[CH:4][CH:3]=3)(=[O:8])=[O:7])=[N:23][CH:22]=2)[CH2:26][CH2:27]1. The yield is 0.420. (2) The reactants are [O:1]1[CH2:6][CH2:5][CH2:4][CH2:3][CH:2]1[O:7][CH2:8][CH2:9][OH:10].[H-].[Na+].Cl[C:14]1[C:19]([C:20]#[N:21])=[CH:18][N:17]=[C:16]([Cl:22])[CH:15]=1. The catalyst is CN(C=O)C. The product is [Cl:22][C:16]1[CH:15]=[C:14]([O:10][CH2:9][CH2:8][O:7][CH:2]2[CH2:3][CH2:4][CH2:5][CH2:6][O:1]2)[C:19]([C:20]#[N:21])=[CH:18][N:17]=1. The yield is 0.600. (3) The reactants are [CH3:1][C:2]1([CH3:12])[O:6][C:5](=[CH:7][C:8](Cl)=[O:9])[C:4](=[O:11])[O:3]1.[CH2:13]([O:15][NH:16][CH2:17][C:18]1[CH:23]=[CH:22][C:21]([F:24])=[CH:20][CH:19]=1)[CH3:14]. No catalyst specified. The product is [CH3:1][C:2]1([CH3:12])[O:6][C:5](=[CH:7][C:8]([N:16]([O:15][CH2:13][CH3:14])[CH2:17][C:18]2[CH:19]=[CH:20][C:21]([F:24])=[CH:22][CH:23]=2)=[O:9])[C:4](=[O:11])[O:3]1. The yield is 0.920.